From a dataset of CYP2C9 inhibition data for predicting drug metabolism from PubChem BioAssay. Regression/Classification. Given a drug SMILES string, predict its absorption, distribution, metabolism, or excretion properties. Task type varies by dataset: regression for continuous measurements (e.g., permeability, clearance, half-life) or binary classification for categorical outcomes (e.g., BBB penetration, CYP inhibition). Dataset: cyp2c9_veith. (1) The molecule is CC(C)Oc1ccc(C(=O)Nc2ccc(NC(=O)c3ccco3)c(Cl)c2)cc1. The result is 1 (inhibitor). (2) The molecule is COc1cccc(Cn2c(=O)cnc3cnc(Oc4ccccc4)nc32)c1. The result is 1 (inhibitor).